From a dataset of Forward reaction prediction with 1.9M reactions from USPTO patents (1976-2016). Predict the product of the given reaction. (1) Given the reactants [F:1][C:2]1[CH:19]=[CH:18][C:17]([C:20]([F:23])([F:22])[F:21])=[CH:16][C:3]=1[O:4][C:5]1[C:14]2[C:9](=[C:10]([NH2:15])[CH:11]=[CH:12][CH:13]=2)[N:8]=[CH:7][N:6]=1.[Cl:24][C:25]1[C:30]([C:31](O)=[O:32])=[C:29]([F:34])[C:28]([CH2:35][NH:36][C:37](=[O:42])[C:38]([CH3:41])([CH3:40])[CH3:39])=[CH:27][CH:26]=1.C(Cl)(=O)C(Cl)=O.CCN(C(C)C)C(C)C, predict the reaction product. The product is: [Cl:24][C:25]1[C:30]([C:31]([NH:15][C:10]2[CH:11]=[CH:12][CH:13]=[C:14]3[C:9]=2[N:8]=[CH:7][N:6]=[C:5]3[O:4][C:3]2[CH:16]=[C:17]([C:20]([F:22])([F:23])[F:21])[CH:18]=[CH:19][C:2]=2[F:1])=[O:32])=[C:29]([F:34])[C:28]([CH2:35][NH:36][C:37](=[O:42])[C:38]([CH3:40])([CH3:39])[CH3:41])=[CH:27][CH:26]=1. (2) The product is: [Cl:1][C:2]1[C:3]([C:9]2[CH:10]=[CH:11][C:12]3[N:16]=[CH:15][N:14]([CH2:17][C:18]4[CH:23]=[CH:22][CH:21]=[C:20]([F:24])[CH:19]=4)[C:13]=3[CH:25]=2)=[CH:4][C:5]([NH:26][CH:27]2[CH2:28][C:29]3([CH2:34][CH2:33][N:32]([C:35]([O:37][C:38]([CH3:41])([CH3:40])[CH3:39])=[O:36])[CH2:31]3)[CH2:30]2)=[N:6][CH:7]=1. Given the reactants [Cl:1][C:2]1[C:3]([C:9]2[CH:10]=[CH:11][C:12]3[N:16]=[CH:15][N:14]([CH2:17][C:18]4[CH:23]=[CH:22][CH:21]=[C:20]([F:24])[CH:19]=4)[C:13]=3[CH:25]=2)=[CH:4][C:5](F)=[N:6][CH:7]=1.[NH2:26][CH:27]1[CH2:30][C:29]2([CH2:34][CH2:33][N:32]([C:35]([O:37][C:38]([CH3:41])([CH3:40])[CH3:39])=[O:36])[CH2:31]2)[CH2:28]1.C(N(C(C)C)CC)(C)C.O, predict the reaction product. (3) Given the reactants [O:1]1[C:5]2[CH:6]=[CH:7][CH:8]=[CH:9][C:4]=2[N:3]=[C:2]1[S:10][CH:11]([CH2:16][C:17]1[CH:22]=[CH:21][C:20]([O:23][CH2:24][CH2:25][NH:26][C:27](=[O:40])[C:28]2[CH:33]=[CH:32][C:31]([C:34]3[CH:39]=[CH:38][CH:37]=[CH:36][N:35]=3)=[CH:30][CH:29]=2)=[CH:19][CH:18]=1)[C:12]([O:14]C)=[O:13].[OH-].[Na+], predict the reaction product. The product is: [O:1]1[C:5]2[CH:6]=[CH:7][CH:8]=[CH:9][C:4]=2[N:3]=[C:2]1[S:10][CH:11]([CH2:16][C:17]1[CH:18]=[CH:19][C:20]([O:23][CH2:24][CH2:25][NH:26][C:27](=[O:40])[C:28]2[CH:29]=[CH:30][C:31]([C:34]3[CH:39]=[CH:38][CH:37]=[CH:36][N:35]=3)=[CH:32][CH:33]=2)=[CH:21][CH:22]=1)[C:12]([OH:14])=[O:13]. (4) Given the reactants O=[C:2]1[O:7][C:6]([C:8]2[CH:13]=[CH:12][CH:11]=[CH:10][C:9]=2[O:14]C(=O)C)=[N:5][C:4]2[CH:18]=[CH:19][CH:20]=[CH:21][C:3]1=2.[CH3:22][O:23][C:24]1[CH:29]=[CH:28][CH:27]=[CH:26][C:25]=1[CH2:30][CH2:31][NH2:32], predict the reaction product. The product is: [OH:14][C:9]1[CH:10]=[CH:11][CH:12]=[CH:13][C:8]=1[C:6]1[N:32]([CH2:31][CH2:30][C:25]2[CH:26]=[CH:27][CH:28]=[CH:29][C:24]=2[O:23][CH3:22])[C:2](=[O:7])[C:3]2[C:4](=[CH:18][CH:19]=[CH:20][CH:21]=2)[N:5]=1. (5) Given the reactants [NH2:1][CH2:2][CH2:3][CH2:4][CH2:5][CH2:6][CH2:7][CH2:8][CH2:9][N:10]1[C:22]2[C:21]3[CH:20]=[CH:19][CH:18]=[CH:17][C:16]=3[N:15]=[C:14]([NH2:23])[C:13]=2[N:12]=[C:11]1[CH2:24][CH2:25][CH2:26][CH3:27].C(N(CC)CC)C.[C:35](Cl)(=[O:42])[C:36]1[CH:41]=[CH:40][CH:39]=[CH:38][CH:37]=1, predict the reaction product. The product is: [NH2:23][C:14]1[C:13]2[N:12]=[C:11]([CH2:24][CH2:25][CH2:26][CH3:27])[N:10]([CH2:9][CH2:8][CH2:7][CH2:6][CH2:5][CH2:4][CH2:3][CH2:2][NH:1][C:35](=[O:42])[C:36]3[CH:41]=[CH:40][CH:39]=[CH:38][CH:37]=3)[C:22]=2[C:21]2[CH:20]=[CH:19][CH:18]=[CH:17][C:16]=2[N:15]=1. (6) The product is: [NH2:23][C:20]1[N:21]=[CH:22][C:17]([C:3]2[CH:4]=[CH:5][C:6]([C:25]3[C:26]([C:27]([N:29]([CH2:32][CH3:33])[CH2:30][CH3:31])=[O:28])=[CH:34][CH:35]=[CH:36][CH:37]=3)=[CH:7][C:2]=2[F:1])=[N:18][CH:19]=1. Given the reactants [F:1][C:2]1[CH:7]=[C:6](B2OC(C)(C)C(C)(C)O2)[CH:5]=[CH:4][C:3]=1[C:17]1[N:18]=[CH:19][C:20]([NH2:23])=[N:21][CH:22]=1.Br[C:25]1[CH:37]=[CH:36][CH:35]=[CH:34][C:26]=1[C:27]([N:29]([CH2:32][CH3:33])[CH2:30][CH3:31])=[O:28], predict the reaction product.